This data is from Full USPTO retrosynthesis dataset with 1.9M reactions from patents (1976-2016). The task is: Predict the reactants needed to synthesize the given product. Given the product [ClH:1].[CH3:67][S:68]([CH2:71][C:72]([NH:74][CH2:75][CH2:76][N:77]1[C:85]2[C:84]([NH:86][C:87]3[CH:92]=[CH:91][C:90]([O:93][C:94]4[CH:99]=[CH:98][CH:97]=[C:96]([O:100][C:101]([F:105])([F:106])[CH:102]([F:104])[F:103])[CH:95]=4)=[C:89]([CH3:107])[CH:88]=3)=[N:83][CH:82]=[N:81][C:80]=2[CH:79]=[CH:78]1)=[O:73])(=[O:69])=[O:70], predict the reactants needed to synthesize it. The reactants are: [ClH:1].Cl.NCCN1C2C(NC3C=CC(OC4C=CC=C(OC(F)(F)C(F)F)C=4)=C(C)C=3)=NC=NC=2C=C1.CS(CC(O)=O)(=O)=O.ON1C2C=CC=CC=2N=N1.Cl.C(N=C=NCCCN(C)C)C.[CH3:67][S:68]([CH2:71][C:72]([NH:74][CH2:75][CH2:76][N:77]1[C:85]2[C:84]([NH:86][C:87]3[CH:92]=[CH:91][C:90]([O:93][C:94]4[CH:99]=[CH:98][CH:97]=[C:96]([O:100][C:101]([F:106])([F:105])[CH:102]([F:104])[F:103])[CH:95]=4)=[C:89]([CH3:107])[CH:88]=3)=[N:83][CH:82]=[N:81][C:80]=2[CH:79]=[CH:78]1)=[O:73])(=[O:70])=[O:69].Cl.C(OCC)(=O)C.